Dataset: Forward reaction prediction with 1.9M reactions from USPTO patents (1976-2016). Task: Predict the product of the given reaction. (1) Given the reactants [Cl:1][C:2]1[CH:3]=[C:4]([S:8]([O-:10])=[O:9])[CH:5]=[CH:6][CH:7]=1.[Na+].Br[C:13]1[CH:21]=[CH:20][C:19]2[N:18]([CH3:22])[C:17]3[CH2:23][CH:24]4[NH:28][CH:27]([C:16]=3[C:15]=2[C:14]=1[C:29]([O:31][C:32]([CH3:35])([CH3:34])[CH3:33])=[O:30])[CH2:26][CH2:25]4, predict the reaction product. The product is: [Cl:1][C:2]1[CH:3]=[C:4]([S:8]([C:13]2[CH:21]=[CH:20][C:19]3[N:18]([CH3:22])[C:17]4[CH2:23][CH:24]5[NH:28][CH:27]([C:16]=4[C:15]=3[C:14]=2[C:29]([O:31][C:32]([CH3:35])([CH3:34])[CH3:33])=[O:30])[CH2:26][CH2:25]5)(=[O:10])=[O:9])[CH:5]=[CH:6][CH:7]=1. (2) The product is: [CH2:1]([O:3][C:4]1([C:7]2[CH:12]=[CH:11][C:10]([C:13]#[CH:14])=[CH:9][C:8]=2[C:19]([CH3:20])([CH3:22])[CH3:21])[CH2:6][CH2:5]1)[CH3:2]. Given the reactants [CH2:1]([O:3][C:4]1([C:7]2[CH:12]=[CH:11][C:10]([C:13]#[C:14][Si](C)(C)C)=[CH:9][C:8]=2[C:19]([CH3:22])([CH3:21])[CH3:20])[CH2:6][CH2:5]1)[CH3:2].C(=O)([O-])[O-].[K+].[K+], predict the reaction product. (3) Given the reactants [OH:1][C:2]1[CH:7]=[CH:6][CH:5]=[C:4]([OH:8])[C:3]=1[C:9](=[O:12])[CH2:10][CH3:11].OP(O)(O)=O.B(F)(F)F.CCOCC.[CH3:27][C:28](=[CH2:30])[CH3:29].[OH-].[NH4+], predict the reaction product. The product is: [C:28]([O:1][C:2]1[CH:7]=[CH:6][CH:5]=[C:4]([OH:8])[C:3]=1[C:9](=[O:12])[CH2:10][CH3:11])([CH3:30])([CH3:29])[CH3:27]. (4) Given the reactants [Cl:1][C:2]1[CH:7]=[C:6]([O:8][CH2:9][CH:10]=[C:11]([Cl:13])[Cl:12])[CH:5]=[C:4]([Cl:14])[C:3]=1[O:15][CH2:16][C:17]([CH2:19]Cl)=[CH2:18].[CH3:21][C:22]([C:24]1[CH:25]=[CH:26][C:27]([OH:30])=[CH:28][CH:29]=1)=[O:23].C(=O)([O-])[O-].[K+].[K+].[I-].[K+], predict the reaction product. The product is: [Cl:14][C:4]1[CH:5]=[C:6]([O:8][CH2:9][CH:10]=[C:11]([Cl:12])[Cl:13])[CH:7]=[C:2]([Cl:1])[C:3]=1[O:15][CH2:16][C:17](=[CH2:18])[CH2:19][O:30][C:27]1[CH:28]=[CH:29][C:24]([C:22](=[O:23])[CH3:21])=[CH:25][CH:26]=1. (5) Given the reactants [CH3:1][C:2]1[CH:7]=[CH:6][N:5]=[C:4]([NH2:8])[CH:3]=1.[CH2:9]([O:11][C:12](=[O:17])[C:13](=O)[CH2:14]Br)[CH3:10], predict the reaction product. The product is: [CH2:9]([O:11][C:12]([C:13]1[N:8]=[C:4]2[CH:3]=[C:2]([CH3:1])[CH:7]=[CH:6][N:5]2[CH:14]=1)=[O:17])[CH3:10]. (6) Given the reactants C([O:5][C:6](=[O:37])[CH2:7][N:8]1[C:12]2[CH:13]=[CH:14][C:15]([N:17]([CH2:27][C:28]3[CH:33]=[CH:32][CH:31]=[CH:30][CH:29]=3)[C:18](=[O:26])[C:19]3[CH:24]=[CH:23][CH:22]=[C:21]([F:25])[CH:20]=3)=[CH:16][C:11]=2[N:10]=[C:9]1[CH2:34][CH2:35][CH3:36])(C)(C)C.C(O)(C(F)(F)F)=O, predict the reaction product. The product is: [CH2:27]([N:17]([C:18](=[O:26])[C:19]1[CH:24]=[CH:23][CH:22]=[C:21]([F:25])[CH:20]=1)[C:15]1[CH:14]=[CH:13][C:12]2[N:8]([CH2:7][C:6]([OH:37])=[O:5])[C:9]([CH2:34][CH2:35][CH3:36])=[N:10][C:11]=2[CH:16]=1)[C:28]1[CH:33]=[CH:32][CH:31]=[CH:30][CH:29]=1. (7) Given the reactants CS([C:5]1[N:10]=[CH:9][C:8]([C:11]([O:13][CH2:14][CH3:15])=[O:12])=[CH:7][N:6]=1)(=O)=O.[OH-].[NH4+:17], predict the reaction product. The product is: [NH2:17][C:5]1[N:10]=[CH:9][C:8]([C:11]([O:13][CH2:14][CH3:15])=[O:12])=[CH:7][N:6]=1.